This data is from Peptide-MHC class I binding affinity with 185,985 pairs from IEDB/IMGT. The task is: Regression. Given a peptide amino acid sequence and an MHC pseudo amino acid sequence, predict their binding affinity value. This is MHC class I binding data. The peptide sequence is ATPHSVWVF. The MHC is HLA-B57:01 with pseudo-sequence HLA-B57:01. The binding affinity (normalized) is 0.0847.